This data is from NCI-60 drug combinations with 297,098 pairs across 59 cell lines. The task is: Regression. Given two drug SMILES strings and cell line genomic features, predict the synergy score measuring deviation from expected non-interaction effect. (1) Drug 1: C1CCC(C1)C(CC#N)N2C=C(C=N2)C3=C4C=CNC4=NC=N3. Drug 2: CN(CCCl)CCCl.Cl. Cell line: OVCAR-4. Synergy scores: CSS=-5.10, Synergy_ZIP=0.432, Synergy_Bliss=-3.97, Synergy_Loewe=-8.12, Synergy_HSA=-6.44. (2) Drug 1: CC12CCC(CC1=CCC3C2CCC4(C3CC=C4C5=CN=CC=C5)C)O. Drug 2: C1=C(C(=O)NC(=O)N1)F. Cell line: MDA-MB-435. Synergy scores: CSS=30.4, Synergy_ZIP=3.62, Synergy_Bliss=3.13, Synergy_Loewe=1.46, Synergy_HSA=4.73. (3) Drug 1: C1CCC(CC1)NC(=O)N(CCCl)N=O. Drug 2: CNC(=O)C1=NC=CC(=C1)OC2=CC=C(C=C2)NC(=O)NC3=CC(=C(C=C3)Cl)C(F)(F)F. Cell line: NCI/ADR-RES. Synergy scores: CSS=52.0, Synergy_ZIP=-0.337, Synergy_Bliss=4.98, Synergy_Loewe=-12.4, Synergy_HSA=4.64. (4) Drug 1: CC1OCC2C(O1)C(C(C(O2)OC3C4COC(=O)C4C(C5=CC6=C(C=C35)OCO6)C7=CC(=C(C(=C7)OC)O)OC)O)O. Drug 2: CC(C)(C#N)C1=CC(=CC(=C1)CN2C=NC=N2)C(C)(C)C#N. Cell line: U251. Synergy scores: CSS=48.1, Synergy_ZIP=-0.955, Synergy_Bliss=-1.21, Synergy_Loewe=-3.38, Synergy_HSA=-0.352. (5) Drug 1: C1=CC(=C2C(=C1NCCNCCO)C(=O)C3=C(C=CC(=C3C2=O)O)O)NCCNCCO. Drug 2: CCC1(C2=C(COC1=O)C(=O)N3CC4=CC5=C(C=CC(=C5CN(C)C)O)N=C4C3=C2)O.Cl. Cell line: SK-MEL-2. Synergy scores: CSS=41.4, Synergy_ZIP=-1.49, Synergy_Bliss=1.07, Synergy_Loewe=-0.759, Synergy_HSA=2.02. (6) Drug 1: COC1=CC(=CC(=C1O)OC)C2C3C(COC3=O)C(C4=CC5=C(C=C24)OCO5)OC6C(C(C7C(O6)COC(O7)C8=CC=CS8)O)O. Drug 2: CN1C2=C(C=C(C=C2)N(CCCl)CCCl)N=C1CCCC(=O)O.Cl. Cell line: UACC-257. Synergy scores: CSS=12.1, Synergy_ZIP=-1.87, Synergy_Bliss=4.66, Synergy_Loewe=-39.5, Synergy_HSA=1.43.